Dataset: Full USPTO retrosynthesis dataset with 1.9M reactions from patents (1976-2016). Task: Predict the reactants needed to synthesize the given product. (1) Given the product [CH2:1]([N:3]1[C:7]2=[N:8][C:9]([CH2:48][CH3:49])=[C:10]([CH2:19][NH:20][C:21]([C:23]3[CH:28]=[C:27]([CH3:29])[CH:26]=[C:25]([C:30]([NH:32][CH2:33][C:34]4[CH:35]=[C:36]([C:40]5[CH:45]=[CH:44][CH:43]=[C:42]([CH2:50][N:51]6[CH2:57][CH2:56][CH2:55][N:54]([CH3:58])[CH2:53][CH2:52]6)[CH:41]=5)[CH:37]=[CH:38][CH:39]=4)=[O:31])[CH:24]=3)=[O:22])[C:11]([NH:12][CH:13]3[CH2:18][CH2:17][O:16][CH2:15][CH2:14]3)=[C:6]2[CH:5]=[N:4]1)[CH3:2], predict the reactants needed to synthesize it. The reactants are: [CH2:1]([N:3]1[C:7]2=[N:8][C:9]([CH2:48][CH3:49])=[C:10]([CH2:19][NH:20][C:21]([C:23]3[CH:28]=[C:27]([CH3:29])[CH:26]=[C:25]([C:30]([NH:32][CH2:33][C:34]4[CH:35]=[C:36]([C:40]5[CH:45]=[CH:44][CH:43]=[C:42](C=O)[CH:41]=5)[CH:37]=[CH:38][CH:39]=4)=[O:31])[CH:24]=3)=[O:22])[C:11]([NH:12][CH:13]3[CH2:18][CH2:17][O:16][CH2:15][CH2:14]3)=[C:6]2[CH:5]=[N:4]1)[CH3:2].[CH3:50][N:51]1[CH2:57][CH2:56][CH2:55][NH:54][CH2:53][CH2:52]1.[C:58](O)(=O)C.C(O[BH-](OC(=O)C)OC(=O)C)(=O)C. (2) Given the product [OH:23][C:20]1[C:21]2[CH:3]=[CH:2][CH:1]=[CH:4][C:5]=2[O:6][N:17]=1, predict the reactants needed to synthesize it. The reactants are: [CH2:1]([C:4]1[C:5]([OH:6])=[C:4]([CH2:1][CH2:2][CH3:3])C=C[C:5]=1[OH:6])[CH2:2][CH3:3].C([N:17]([CH2:20][CH3:21])CC)C.S(Cl)(Cl)=[O:23].